This data is from Catalyst prediction with 721,799 reactions and 888 catalyst types from USPTO. The task is: Predict which catalyst facilitates the given reaction. (1) Reactant: [Br:1][CH2:2][C:3]([C:5]1[S:9][C:8]2[CH:10]=[CH:11][CH:12]=[C:13]([Cl:14])[C:7]=2[CH:6]=1)=O.[NH:15]1[CH2:19][CH2:18][NH:17][C:16]1=[S:20].C(O)C. Product: [BrH:1].[Cl:14][C:13]1[C:7]2[CH:6]=[C:5]([C:3]3[N:17]4[CH2:18][CH2:19][N:15]=[C:16]4[S:20][CH:2]=3)[S:9][C:8]=2[CH:10]=[CH:11][CH:12]=1. The catalyst class is: 15. (2) Reactant: [C:1](Cl)(=[O:11])[CH2:2][CH2:3][CH2:4][CH2:5][CH2:6][CH2:7][CH2:8][CH2:9][CH3:10].[CH3:13][O:14][C:15]1[CH:41]=[CH:40][C:18]([CH2:19][O:20][C:21]2[CH:22]=[C:23]([CH:37]=[CH:38][CH:39]=2)[C:24]([NH:26][C:27]2[CH:32]=[CH:31][CH:30]=[CH:29][C:28]=2[S:33](=[O:36])(=[O:35])[NH2:34])=[O:25])=[CH:17][CH:16]=1. Product: [CH3:13][O:14][C:15]1[CH:16]=[CH:17][C:18]([CH2:19][O:20][C:21]2[CH:22]=[C:23]([CH:37]=[CH:38][CH:39]=2)[C:24]([NH:26][C:27]2[CH:32]=[CH:31][CH:30]=[CH:29][C:28]=2[S:33]([NH:34][C:1](=[O:11])[CH2:2][CH2:3][CH2:4][CH2:5][CH2:6][CH2:7][CH2:8][CH2:9][CH3:10])(=[O:36])=[O:35])=[O:25])=[CH:40][CH:41]=1. The catalyst class is: 367. (3) Reactant: [F:1][C:2]1[CH:3]=[CH:4][C:5]([OH:12])=[C:6]2[C:10]=1[O:9][CH:8]([CH3:11])[CH2:7]2.N1C=CC=CC=1.[S:19](O[S:19]([C:22]([F:25])([F:24])[F:23])(=[O:21])=[O:20])([C:22]([F:25])([F:24])[F:23])(=[O:21])=[O:20].O. Product: [F:23][C:22]([F:25])([F:24])[S:19]([O:12][C:5]1[C:6]2[CH2:7][CH:8]([CH3:11])[O:9][C:10]=2[C:2]([F:1])=[CH:3][CH:4]=1)(=[O:21])=[O:20]. The catalyst class is: 2. (4) Reactant: [Cl:1][C:2]1[N:3]=[CH:4][C:5]([C:8](OC)=[O:9])=[N:6][CH:7]=1.[H-].C([Al+]CC(C)C)C(C)C.O1CCCC1.Cl.C(=O)(O)[O-].[Na+]. Product: [Cl:1][C:2]1[N:3]=[CH:4][C:5]([CH2:8][OH:9])=[N:6][CH:7]=1. The catalyst class is: 30.